Predict the reactants needed to synthesize the given product. From a dataset of Full USPTO retrosynthesis dataset with 1.9M reactions from patents (1976-2016). (1) Given the product [C:1]([O:5][C:6](=[O:15])[C:7]1[CH:12]=[C:11]([N:17]([CH3:18])[CH3:16])[N:10]=[C:9]([Cl:14])[CH:8]=1)([CH3:4])([CH3:3])[CH3:2], predict the reactants needed to synthesize it. The reactants are: [C:1]([O:5][C:6](=[O:15])[C:7]1[CH:12]=[C:11](Cl)[N:10]=[C:9]([Cl:14])[CH:8]=1)([CH3:4])([CH3:3])[CH3:2].[CH3:16][NH:17][CH3:18]. (2) Given the product [N+:1]([C:10]1[C:11]2[C:16](=[CH:15][CH:14]=[CH:13][CH:12]=2)[CH:17]=[C:18]([OH:19])[C:9]=1[OH:8])([O-:4])=[O:2], predict the reactants needed to synthesize it. The reactants are: [N+:1]([O-:4])(O)=[O:2].C(Cl)Cl.[OH:8][C:9]1[C:18]([OH:19])=[CH:17][C:16]2[C:11](=[CH:12][CH:13]=[CH:14][CH:15]=2)[CH:10]=1. (3) Given the product [CH2:1]([N:8]1[C:12]([C:13]([F:15])([F:14])[F:16])=[CH:11][C:10]([C:17]2[CH:18]=[CH:19][C:20]([Cl:23])=[CH:21][CH:22]=2)=[C:9]1[C:24]([N:26]1[CH2:31][CH2:30][NH:29][C:28]([CH3:40])([CH3:39])[CH2:27]1)=[O:25])[C:2]1[CH:3]=[CH:4][CH:5]=[CH:6][CH:7]=1, predict the reactants needed to synthesize it. The reactants are: [CH2:1]([N:8]1[C:12]([C:13]([F:16])([F:15])[F:14])=[CH:11][C:10]([C:17]2[CH:22]=[CH:21][C:20]([Cl:23])=[CH:19][CH:18]=2)=[C:9]1[C:24]([N:26]1[CH2:31][CH2:30][N:29](C(OC(C)(C)C)=O)[C:28]([CH3:40])([CH3:39])[CH2:27]1)=[O:25])[C:2]1[CH:7]=[CH:6][CH:5]=[CH:4][CH:3]=1.C(O)(C(F)(F)F)=O.C([O-])(O)=O.[Na+]. (4) Given the product [F:15][C:4]1[CH:3]=[C:2]([S:18]([CH3:17])(=[O:20])=[O:19])[CH:7]=[CH:6][C:5]=1[C:8]1[N:13]=[CH:12][C:11]([OH:14])=[CH:10][CH:9]=1, predict the reactants needed to synthesize it. The reactants are: Br[C:2]1[CH:7]=[CH:6][C:5]([C:8]2[N:13]=[CH:12][C:11]([OH:14])=[CH:10][CH:9]=2)=[C:4]([F:15])[CH:3]=1.[Na+].[CH3:17][S:18]([O-:20])=[O:19].[OH-].[Na+]. (5) Given the product [CH3:30][C:31]1[C:36]([CH3:37])=[C:35]([O:38][C:39]([CH2:41][CH2:42][C:43]([OH:45])=[O:44])=[O:40])[C:34]([CH3:46])=[C:33]2[CH2:47][CH2:48][C@:49]([CH2:52][CH2:53][CH2:54][C@@H:55]([CH2:57][CH2:58][CH2:59][C@@H:60]([CH2:62][CH2:63][CH2:64][CH:65]([CH3:67])[CH3:66])[CH3:61])[CH3:56])([CH3:51])[O:50][C:32]=12.[CH3:1][CH2:2][C:3]1[C:12]2[CH2:13][N:14]3[C:19](=[O:20])[C:18]4[CH2:21][O:22][C:23]([C@:25]([OH:28])([CH2:26][CH3:27])[C:17]=4[CH:16]=[C:15]3[C:11]=2[N:10]=[C:9]2[C:4]=1[CH:5]=[C:6]([OH:29])[CH:7]=[CH:8]2)=[O:24], predict the reactants needed to synthesize it. The reactants are: [CH3:1][CH2:2][C:3]1[C:12]2[CH2:13][N:14]3[C:19](=[O:20])[C:18]4[CH2:21][O:22][C:23]([C@:25]([OH:28])([CH2:26][CH3:27])[C:17]=4[CH:16]=[C:15]3[C:11]=2[N:10]=[C:9]2[C:4]=1[CH:5]=[C:6]([OH:29])[CH:7]=[CH:8]2)=[O:24].[CH3:30][C:31]1[C:36]([CH3:37])=[C:35]([O:38][C:39]([CH2:41][CH2:42][C:43]([OH:45])=[O:44])=[O:40])[C:34]([CH3:46])=[C:33]2[CH2:47][CH2:48][C@:49]([CH2:52][CH2:53][CH2:54][C@@H:55]([CH2:57][CH2:58][CH2:59][C@@H:60]([CH2:62][CH2:63][CH2:64][CH:65]([CH3:67])[CH3:66])[CH3:61])[CH3:56])([CH3:51])[O:50][C:32]=12.